This data is from Full USPTO retrosynthesis dataset with 1.9M reactions from patents (1976-2016). The task is: Predict the reactants needed to synthesize the given product. The reactants are: [Cl:1][C:2]1[CH:10]=[C:9]2[C:5]([C:6]([C:11]([N:13]3[CH2:18][CH2:17][CH:16]([C:19]4[CH:24]=[CH:23][CH:22]=[CH:21][C:20]=4[F:25])[CH2:15][CH2:14]3)=[O:12])=[CH:7][NH:8]2)=[CH:4][CH:3]=1.Cl[CH2:27][C:28]([N:30]1[CH2:35][CH2:34][N:33]([CH3:36])[CH2:32][CH2:31]1)=[O:29]. Given the product [Cl:1][C:2]1[CH:10]=[C:9]2[C:5]([C:6]([C:11]([N:13]3[CH2:18][CH2:17][CH:16]([C:19]4[CH:24]=[CH:23][CH:22]=[CH:21][C:20]=4[F:25])[CH2:15][CH2:14]3)=[O:12])=[CH:7][N:8]2[CH2:27][C:28]([N:30]2[CH2:35][CH2:34][N:33]([CH3:36])[CH2:32][CH2:31]2)=[O:29])=[CH:4][CH:3]=1, predict the reactants needed to synthesize it.